Dataset: Full USPTO retrosynthesis dataset with 1.9M reactions from patents (1976-2016). Task: Predict the reactants needed to synthesize the given product. (1) The reactants are: [CH2:1]([Li])CCC.[CH2:6]([O:13][C:14]1[CH:15]=[CH:16][C:17]([OH:22])=[C:18]([CH:21]=1)[CH:19]=O)[C:7]1[CH:12]=[CH:11][CH:10]=[CH:9][CH:8]=1.ClCCl. Given the product [CH2:6]([O:13][C:14]1[CH:15]=[CH:16][C:17]([OH:22])=[C:18]([CH:19]=[CH2:1])[CH:21]=1)[C:7]1[CH:12]=[CH:11][CH:10]=[CH:9][CH:8]=1, predict the reactants needed to synthesize it. (2) Given the product [N+:1]([C:4]1[CH:13]=[CH:12][C:7]2[N:8]([CH2:18][C:19]3[CH:20]=[N:21][CH:22]=[CH:23][CH:24]=3)[CH:9]=[CH:10][O:11][C:6]=2[CH:5]=1)([O-:3])=[O:2], predict the reactants needed to synthesize it. The reactants are: [N+:1]([C:4]1[CH:13]=[CH:12][C:7]2[N:8]=[CH:9][CH2:10][O:11][C:6]=2[CH:5]=1)([O-:3])=[O:2].[OH-].[Na+].Br.Br[CH2:18][C:19]1[CH:20]=[N:21][CH:22]=[CH:23][CH:24]=1.C(OCC)(=O)C. (3) Given the product [NH2:39][C:2]1[C:7]2[C:8](=[O:31])[N:9]([C:13]3[CH:18]=[CH:17][C:16]([CH:19]4[CH2:20][CH2:21][CH:22]([CH2:25][C:26]([OH:28])=[O:27])[CH2:23][CH2:24]4)=[CH:15][C:14]=3[F:30])[CH2:10][CH2:11][O:12][C:6]=2[N:5]=[CH:4][N:3]=1, predict the reactants needed to synthesize it. The reactants are: Cl[C:2]1[C:7]2[C:8](=[O:31])[N:9]([C:13]3[CH:18]=[CH:17][C:16]([CH:19]4[CH2:24][CH2:23][CH:22]([CH2:25][C:26]([O:28]C)=[O:27])[CH2:21][CH2:20]4)=[CH:15][C:14]=3[F:30])[CH2:10][CH2:11][O:12][C:6]=2[N:5]=[CH:4][N:3]=1.[Li+].[OH-].Cl.C(O)(C)C.[NH3:39]. (4) Given the product [C:1]([C:3]1[CH:4]=[C:5]2[C:9](=[CH:10][CH:11]=1)[N:8]([S:12]([C:15]1[CH:20]=[CH:19][C:18]([O:21][CH3:22])=[CH:17][C:16]=1[O:23][CH3:24])(=[O:14])=[O:13])[C:7](=[O:25])[C@@:6]2([NH:35][C:36]([N:38]1[CH2:43][CH2:42][N:41]([CH:44]2[CH2:45][CH2:46][NH:47][CH2:48][CH2:49]2)[CH2:40][CH2:39]1)=[O:37])[C:26]1[C:27]([O:32][CH2:33][CH3:34])=[N:28][CH:29]=[CH:30][CH:31]=1)#[N:2], predict the reactants needed to synthesize it. The reactants are: [C:1]([C:3]1[CH:4]=[C:5]2[C:9](=[CH:10][CH:11]=1)[N:8]([S:12]([C:15]1[CH:20]=[CH:19][C:18]([O:21][CH3:22])=[CH:17][C:16]=1[O:23][CH3:24])(=[O:14])=[O:13])[C:7](=[O:25])[C@@:6]2([NH:35][C:36]([N:38]1[CH2:43][CH2:42][N:41]([CH:44]2[CH2:49][CH2:48][N:47](C(OC(C)(C)C)=O)[CH2:46][CH2:45]2)[CH2:40][CH2:39]1)=[O:37])[C:26]1[C:27]([O:32][CH2:33][CH3:34])=[N:28][CH:29]=[CH:30][CH:31]=1)#[N:2].FC(F)(F)C(O)=O. (5) Given the product [CH:1]1([NH:4][C:5]2[C:10]([C:11]([NH2:13])=[O:12])=[CH:9][N:8]=[C:7]([NH:14][C:15]3[CH:20]=[CH:19][C:18]([CH:21]4[CH2:26][CH2:25][N:24]([S:38]([CH2:36][CH3:37])(=[O:40])=[O:39])[CH2:23][CH2:22]4)=[CH:17][CH:16]=3)[CH:6]=2)[CH2:3][CH2:2]1, predict the reactants needed to synthesize it. The reactants are: [CH:1]1([NH:4][C:5]2[C:10]([C:11]([NH2:13])=[O:12])=[CH:9][N:8]=[C:7]([NH:14][C:15]3[CH:20]=[CH:19][C:18]([CH:21]4[CH2:26][CH2:25][NH:24][CH2:23][CH2:22]4)=[CH:17][CH:16]=3)[CH:6]=2)[CH2:3][CH2:2]1.CCN(C(C)C)C(C)C.[CH2:36]([S:38](Cl)(=[O:40])=[O:39])[CH3:37].C(O)(C(F)(F)F)=O. (6) Given the product [F:1][C:2]1[CH:3]=[C:4]([C:12]2[C:20]3[C:19]([C:24]4[CH:29]=[CH:28][CH:27]=[CH:26][CH:25]=4)([OH:21])[CH2:18][CH2:17][C:16]=3[CH:15]=[N:14][CH:13]=2)[CH:5]=[CH:6][C:7]=1[C:8]([F:9])([F:11])[F:10], predict the reactants needed to synthesize it. The reactants are: [F:1][C:2]1[CH:3]=[C:4]([C:12]2[C:20]3[C:19](=[O:21])[CH2:18][CH2:17][C:16]=3[CH:15]=[N:14][CH:13]=2)[CH:5]=[CH:6][C:7]=1[C:8]([F:11])([F:10])[F:9].[Cl-].[Li+].[C:24]1([Li])[CH:29]=[CH:28][CH:27]=[CH:26][CH:25]=1. (7) Given the product [CH3:18][O:17][C:14]1[CH:13]=[CH:12][C:11]([CH2:10][O:9][C:7]([NH:6][CH2:5][CH:4]([CH3:19])[C:3]([OH:20])=[O:2])=[O:8])=[CH:16][CH:15]=1, predict the reactants needed to synthesize it. The reactants are: C[O:2][C:3](=[O:20])[CH:4]([CH3:19])[CH2:5][NH:6][C:7]([O:9][CH2:10][C:11]1[CH:16]=[CH:15][C:14]([O:17][CH3:18])=[CH:13][CH:12]=1)=[O:8].[OH-].[Li+]. (8) The reactants are: [F:1][C:2]1[CH:7]=[CH:6][C:5]([C:8]2[S:12][C:11]([C:13]([OH:15])=O)=[CH:10][CH:9]=2)=[CH:4][CH:3]=1.C(Cl)(C([Cl:20])=O)=O. Given the product [F:1][C:2]1[CH:7]=[CH:6][C:5]([C:8]2[S:12][C:11]([C:13]([Cl:20])=[O:15])=[CH:10][CH:9]=2)=[CH:4][CH:3]=1, predict the reactants needed to synthesize it. (9) The reactants are: [Br:1][C:2]1[CH:3]=[C:4]2[C:8](=[C:9]([F:11])[CH:10]=1)[NH:7][C:6]([CH2:12][CH2:13][C:14]([OH:16])=[O:15])=[CH:5]2.S(Cl)(Cl)=O.[CH2:21](O)[CH3:22]. Given the product [Br:1][C:2]1[CH:3]=[C:4]2[C:8](=[C:9]([F:11])[CH:10]=1)[NH:7][C:6]([CH2:12][CH2:13][C:14]([O:16][CH2:21][CH3:22])=[O:15])=[CH:5]2, predict the reactants needed to synthesize it. (10) Given the product [F:19][C:20]1[CH:21]=[C:22]2[C:27](=[C:28]([F:30])[CH:29]=1)[CH2:26][CH:25]([NH:31][C@@H:32]([CH3:36])[C:33]([NH:15][C:13]1[N:12]=[CH:11][N:10]([C:8]([CH3:18])([CH3:9])[CH2:7][NH:6][CH2:5][CH2:4][O:3][CH2:1][CH3:2])[CH:14]=1)=[O:34])[CH2:24][CH2:23]2, predict the reactants needed to synthesize it. The reactants are: [CH2:1]([O:3][CH2:4][CH2:5][NH:6][CH2:7][C:8]([CH3:18])([N:10]1[CH:14]=[C:13]([N+:15]([O-])=O)[N:12]=[CH:11]1)[CH3:9])[CH3:2].[F:19][C:20]1[CH:21]=[C:22]2[C:27](=[C:28]([F:30])[CH:29]=1)[CH2:26][CH:25]([NH:31][CH:32]([CH3:36])[C:33](O)=[O:34])[CH2:24][CH2:23]2.